Regression/Classification. Given a drug SMILES string, predict its absorption, distribution, metabolism, or excretion properties. Task type varies by dataset: regression for continuous measurements (e.g., permeability, clearance, half-life) or binary classification for categorical outcomes (e.g., BBB penetration, CYP inhibition). Dataset: cyp2c19_veith. From a dataset of CYP2C19 inhibition data for predicting drug metabolism from PubChem BioAssay. (1) The compound is COc1ccc(-c2csc3c2[N+]2=CCC=C2C3=O)cc1. The result is 1 (inhibitor). (2) The drug is O=C(c1ccccc1)c1ccc2nc(-c3ccc(NC(=O)c4ccccc4Br)cc3)[nH]c2c1. The result is 1 (inhibitor). (3) The molecule is C[C@H]1/C=C\C=C/C=C\C=C/C=C\C=C/C=C\[C@@H](O[C@H]2O[C@@H](C)[C@@H](O)[C@@H](N)[C@@H]2O)C[C@@H]2O[C@](O)(C[C@@H](O)C[C@@H](O)[C@@H](O)CC[C@@H](O)C[C@@H](O)CC(=O)O[C@@H](C)[C@@H](C)[C@H]1O)C[C@@H](O)[C@H]2C(=O)O. The result is 0 (non-inhibitor). (4) The molecule is CC(=O)O.CCN(CC)CC[n+]1ccc2c(C)c3[nH]c4ccc(O)cc4c3c(C)c2c1. The result is 0 (non-inhibitor). (5) The molecule is CN(CCc1ccc(Cl)c(Cl)c1)[C@H]1CCCC[C@H]1N1CCCC1. The result is 1 (inhibitor).